Dataset: Reaction yield outcomes from USPTO patents with 853,638 reactions. Task: Predict the reaction yield, written as a fraction of the theoretical maximum amount of product (1.0 means a 100% yield; for example, 0.34 means a 34% yield). (1) The reactants are [Cl:1][C:2]1[C:3]2[CH:24]=[CH:23][CH:22]=[CH:21][C:4]=2[S:5][C:6]=1[CH2:7][O:8][C:9]1[CH:17]=[CH:16][CH:15]=[C:11]([C:12](O)=[O:13])[C:10]=1[C:18]([OH:20])=O.Cl.[NH2:26][CH:27]1[CH2:33][CH2:32][C:31](=[O:34])[NH:30][C:28]1=[O:29]. The catalyst is N1C=CC=CC=1. The product is [Cl:1][C:2]1[C:3]2[CH:24]=[CH:23][CH:22]=[CH:21][C:4]=2[S:5][C:6]=1[CH2:7][O:8][C:9]1[CH:17]=[CH:16][CH:15]=[C:11]2[C:10]=1[C:18](=[O:20])[N:26]([CH:27]1[CH2:33][CH2:32][C:31](=[O:34])[NH:30][C:28]1=[O:29])[C:12]2=[O:13]. The yield is 0.380. (2) The reactants are [CH3:1][O:2][C:3](=[O:32])[C:4]([NH:7][C:8]([C:10]1[C:15]([O:16]CC2C=CC=CC=2)=[CH:14][C:13]([O:24]CC2C=CC=CC=2)=[CH:12][N:11]=1)=[O:9])([CH3:6])[CH3:5]. The catalyst is CO.[Pd]. The product is [CH3:1][O:2][C:3](=[O:32])[C:4]([NH:7][C:8]([C:10]1[C:15]([OH:16])=[CH:14][C:13]([OH:24])=[CH:12][N:11]=1)=[O:9])([CH3:6])[CH3:5]. The yield is 0.940. (3) The reactants are Cl.[CH3:2][N:3]([CH3:24])[C:4]([N:6]1[CH2:10][CH:9]2[CH2:11][C:12]([CH2:17][C:18]3[CH:23]=[CH:22][CH:21]=[CH:20][CH:19]=3)([N:14]=C=O)[CH2:13][CH:8]2[CH2:7]1)=[O:5].[OH-].[Na+]. No catalyst specified. The product is [CH3:24][N:3]([CH3:2])[C:4]([N:6]1[CH2:10][CH:9]2[CH2:11][C:12]([NH2:14])([CH2:17][C:18]3[CH:23]=[CH:22][CH:21]=[CH:20][CH:19]=3)[CH2:13][CH:8]2[CH2:7]1)=[O:5]. The yield is 0.700. (4) The reactants are [N+:1]([C:4]1[CH:5]=[N:6][CH:7]=[CH:8][C:9]=1[NH2:10])([O-:3])=[O:2].CC([O-])=O.[Na+].[Br:16]Br.C([O-])(O)=O.[Na+]. The catalyst is O.C(O)(=O)C. The product is [Br:16][C:8]1[CH:7]=[N:6][CH:5]=[C:4]([N+:1]([O-:3])=[O:2])[C:9]=1[NH2:10]. The yield is 0.770. (5) The reactants are [C:1]([O:5][C:6]([N:8]1[CH2:13][CH2:12][CH2:11][CH:10]([CH2:14][OH:15])[CH2:9]1)=[O:7])([CH3:4])([CH3:3])[CH3:2].[H-].[Na+].Cl[CH2:19][C:20]1[S:24][C:23]([C:25]2[CH:30]=[CH:29][C:28]([Cl:31])=[CH:27][CH:26]=2)=[N:22][C:21]=1[CH3:32].[I-].[Na+]. The catalyst is O1CCCC1.C(OCC)(=O)C. The product is [C:1]([O:5][C:6]([N:8]1[CH2:13][CH2:12][CH2:11][CH:10]([CH2:14][O:15][CH2:19][C:20]2[S:24][C:23]([C:25]3[CH:30]=[CH:29][C:28]([Cl:31])=[CH:27][CH:26]=3)=[N:22][C:21]=2[CH3:32])[CH2:9]1)=[O:7])([CH3:4])([CH3:3])[CH3:2]. The yield is 0.590. (6) The reactants are CS(O[CH2:6][CH:7]([O:13][CH:14]1[CH2:19][CH2:18][CH2:17][CH2:16][O:15]1)[CH2:8][C:9]1([OH:12])[CH2:11][CH2:10]1)(=O)=O.[H-].[Na+]. The catalyst is C1COCC1. The product is [O:15]1[CH2:16][CH2:17][CH2:18][CH2:19][CH:14]1[O:13][CH:7]1[CH2:8][C:9]2([CH2:11][CH2:10]2)[O:12][CH2:6]1. The yield is 0.420.